From a dataset of Forward reaction prediction with 1.9M reactions from USPTO patents (1976-2016). Predict the product of the given reaction. (1) Given the reactants [F:1][C:2]([F:34])([F:33])[C:3]1[CH:8]=[CH:7][CH:6]=[CH:5][C:4]=1[CH:9]1[CH2:14][CH2:13][N:12]([C:15]([C:17]2[C:21]3[CH2:22][N:23](C(OC(C)(C)C)=O)[CH2:24][CH2:25][C:20]=3[NH:19][N:18]=2)=[O:16])[CH2:11][CH2:10]1.Cl, predict the reaction product. The product is: [NH:19]1[C:20]2[CH2:25][CH2:24][NH:23][CH2:22][C:21]=2[C:17]([C:15]([N:12]2[CH2:13][CH2:14][CH:9]([C:4]3[CH:5]=[CH:6][CH:7]=[CH:8][C:3]=3[C:2]([F:33])([F:1])[F:34])[CH2:10][CH2:11]2)=[O:16])=[N:18]1. (2) Given the reactants [CH3:1][O:2][C:3]1[CH:8]=[CH:7][CH:6]=[C:5]([O:9][CH3:10])[C:4]=1[CH:11]1[NH:16][C:15](=[O:17])[CH2:14][CH2:13][CH2:12]1.Br[CH2:19][C:20]1[O:21][C:22]2[CH:28]=[CH:27][CH:26]=[CH:25][C:23]=2[CH:24]=1, predict the reaction product. The product is: [O:21]1[C:22]2[CH:28]=[CH:27][CH:26]=[CH:25][C:23]=2[CH:24]=[C:20]1[CH2:19][N:16]1[CH:11]([C:4]2[C:5]([O:9][CH3:10])=[CH:6][CH:7]=[CH:8][C:3]=2[O:2][CH3:1])[CH2:12][CH2:13][CH2:14][C:15]1=[O:17]. (3) Given the reactants [S:1]1[CH:3]([C:4]([C:6]2[CH:11]=[CH:10][C:9]([CH3:12])=[CH:8][CH:7]=2)=[CH2:5])[CH2:2]1, predict the reaction product. The product is: [C:9]1([CH3:12])[CH:8]=[CH:7][C:6]([C:4]2[CH2:3][S:1][CH2:2][CH:5]=2)=[CH:11][CH:10]=1. (4) Given the reactants C([O:3][C:4](=[O:17])[C:5]1[CH:10]=[C:9]([S:11]([CH2:14][CH3:15])(=[O:13])=[O:12])[CH:8]=[CH:7][C:6]=1[F:16])C.O.O.[OH-].[Li+].Cl, predict the reaction product. The product is: [CH2:14]([S:11]([C:9]1[CH:8]=[CH:7][C:6]([F:16])=[C:5]([CH:10]=1)[C:4]([OH:17])=[O:3])(=[O:12])=[O:13])[CH3:15]. (5) Given the reactants [NH2:1][C:2]1[CH:18]=[CH:17][C:5]([O:6][C:7]2[C:12]3[C:13]([NH2:16])=[N:14][O:15][C:11]=3[CH:10]=[CH:9][CH:8]=2)=[C:4]([F:19])[CH:3]=1.[NH2:20][C:21]1[N:26]=[C:25](Cl)[CH:24]=[C:23]([Cl:28])[N:22]=1.Cl, predict the reaction product. The product is: [NH2:16][C:13]1[C:12]2[C:7]([O:6][C:5]3[CH:17]=[CH:18][C:2]([NH:1][C:25]4[CH:24]=[C:23]([Cl:28])[N:22]=[C:21]([NH2:20])[N:26]=4)=[CH:3][C:4]=3[F:19])=[CH:8][CH:9]=[CH:10][C:11]=2[O:15][N:14]=1. (6) Given the reactants [CH3:1][S:2]([N:5]1[CH2:10][CH2:9][N:8]([CH2:11][C:12]2[S:28][C:15]3[N:16]=[C:17](SC)[N:18]=[C:19]([N:20]4CCOCC4)[C:14]=3[CH:13]=2)[CH2:7][CH2:6]1)(=[O:4])=[O:3].[CH3:29][C:30]1[N:35]=[CH:34][C:33]([Sn](CCCC)(CCCC)CCCC)=[CH:32][N:31]=1.[C:49]([O:52][CH2:53][CH3:54])(=O)[CH3:50], predict the reaction product. The product is: [CH3:29][C:30]1[N:31]=[CH:32][C:33]([CH:53]2[CH2:54][N:18]([C:17]3[N:20]=[CH:19][C:14]4[CH:13]=[C:12]([CH2:11][N:8]5[CH2:7][CH2:6][N:5]([S:2]([CH3:1])(=[O:4])=[O:3])[CH2:10][CH2:9]5)[S:28][C:15]=4[N:16]=3)[CH2:50][CH2:49][O:52]2)=[CH:34][N:35]=1.